Dataset: TCR-epitope binding with 47,182 pairs between 192 epitopes and 23,139 TCRs. Task: Binary Classification. Given a T-cell receptor sequence (or CDR3 region) and an epitope sequence, predict whether binding occurs between them. (1) The epitope is FLPRVFSAV. The TCR CDR3 sequence is CASSLLGYEQYF. Result: 1 (the TCR binds to the epitope). (2) The epitope is GPGHKARVL. The TCR CDR3 sequence is CASSFGLNTGELFF. Result: 0 (the TCR does not bind to the epitope). (3) The epitope is GLIYNRMGAVTTEV. The TCR CDR3 sequence is CATRNLLAGGNEQFF. Result: 0 (the TCR does not bind to the epitope). (4) The epitope is KAYNVTQAF. The TCR CDR3 sequence is CASTMGLAVYNEQFF. Result: 0 (the TCR does not bind to the epitope). (5) The TCR CDR3 sequence is CASSVDGGEQFF. The epitope is NLVPMVATV. Result: 1 (the TCR binds to the epitope). (6) The epitope is DATYQRTRALVR. The TCR CDR3 sequence is CASGYEKLFF. Result: 0 (the TCR does not bind to the epitope). (7) The epitope is KPLEFGATSAAL. The TCR CDR3 sequence is CASSLATENIQYF. Result: 1 (the TCR binds to the epitope).